This data is from Reaction yield outcomes from USPTO patents with 853,638 reactions. The task is: Predict the reaction yield, written as a fraction of the theoretical maximum amount of product (1.0 means a 100% yield; for example, 0.34 means a 34% yield). (1) The reactants are Cl[C:2]1[C:7]([C:8]([F:11])([F:10])[F:9])=[CH:6][N:5]=[C:4]2[NH:12][CH:13]=[C:14]([NH:15][C:16]([C:18]3[CH:23]=[N:22][CH:21]=[CH:20][N:19]=3)=[O:17])[C:3]=12.[NH:24]1[CH2:29][CH2:28][CH2:27][C@@H:26]([NH:30][C:31](=[O:37])[O:32][C:33]([CH3:36])([CH3:35])[CH3:34])[CH2:25]1. The catalyst is CCCCO. The product is [N:19]1[CH:20]=[CH:21][N:22]=[CH:23][C:18]=1[C:16]([NH:15][C:14]1[C:3]2[C:4](=[N:5][CH:6]=[C:7]([C:8]([F:11])([F:10])[F:9])[C:2]=2[N:24]2[CH2:29][CH2:28][CH2:27][C@@H:26]([NH:30][C:31](=[O:37])[O:32][C:33]([CH3:35])([CH3:34])[CH3:36])[CH2:25]2)[NH:12][CH:13]=1)=[O:17]. The yield is 0.350. (2) The reactants are C([Li])CCC.Br[C:7]1[CH:8]=[CH:9][C:10]([F:20])=[C:11]([CH:19]=1)[CH2:12][N:13]1[CH2:18][CH2:17][O:16][CH2:15][CH2:14]1.[N:21]([C:30]([O:32][C:33]([CH3:36])([CH3:35])[CH3:34])=[O:31])=[N:22][C:23]([O:25][C:26]([CH3:29])([CH3:28])[CH3:27])=[O:24]. The catalyst is C1COCC1. The product is [F:20][C:10]1[CH:9]=[CH:8][C:7]([N:21]([C:30]([O:32][C:33]([CH3:36])([CH3:35])[CH3:34])=[O:31])[NH:22][C:23]([O:25][C:26]([CH3:27])([CH3:28])[CH3:29])=[O:24])=[CH:19][C:11]=1[CH2:12][N:13]1[CH2:18][CH2:17][O:16][CH2:15][CH2:14]1. The yield is 0.240. (3) The reactants are [Cl:1][C:2]1[CH:7]=[CH:6][C:5]([C:8]2([OH:41])[CH2:13][CH2:12][N:11]([CH2:14][CH2:15][CH:16]=[C:17]3[C:23]4[CH:24]=[CH:25][CH:26]=[N:27][C:22]=4[CH2:21][O:20][C:19]4[CH:28]=[CH:29][C:30]([O:32][C:33]([CH3:38])([CH3:37])[C:34]([OH:36])=O)=[CH:31][C:18]3=4)[CH2:10][C:9]2([CH3:40])[CH3:39])=[CH:4][CH:3]=1.Cl.C[N:44](C)CCCN=C=NCC.ON1C2C=CC=CC=2N=N1.[OH-].[NH4+]. The catalyst is CN(C)C=O.C(Cl)(Cl)Cl.C(N(CC)CC)C. The product is [Cl:1][C:2]1[CH:7]=[CH:6][C:5]([C:8]2([OH:41])[CH2:13][CH2:12][N:11]([CH2:14][CH2:15][CH:16]=[C:17]3[C:23]4=[CH:24][CH:25]=[CH:26][NH:27][C:22]4=[CH:21][O:20][C:19]4[CH:28]=[CH:29][C:30]([O:32][C:33]([CH3:37])([CH3:38])[C:34]([NH2:44])=[O:36])=[CH:31][C:18]3=4)[CH2:10][C:9]2([CH3:40])[CH3:39])=[CH:4][CH:3]=1. The yield is 0.310. (4) The reactants are CC1C=CC(S(O[C:12]2[CH:21]=[CH:20][C:19]3[C:18](=[O:22])[CH2:17][CH2:16][CH2:15][C:14]=3[CH:13]=2)(=O)=O)=CC=1.[CH:23]1[CH:28]=[C:27]([F:29])[C:26]([S:30][S:30][C:26]2[C:27]([F:29])=[CH:28][CH:23]=[CH:24][CH:25]=2)=[CH:25][CH:24]=1. The catalyst is C1COCC1.[Zn].C1C=CC(P(C2C=CC=CC=2)[C-]2C=CC=C2)=CC=1.C1C=CC(P(C2C=CC=CC=2)[C-]2C=CC=C2)=CC=1.Cl[Pd]Cl.[Fe+2]. The product is [F:29][C:27]1[CH:28]=[CH:23][CH:24]=[CH:25][C:26]=1[S:30][C:12]1[CH:13]=[C:14]2[C:19](=[CH:20][CH:21]=1)[C:18](=[O:22])[CH2:17][CH2:16][CH2:15]2. The yield is 0.860. (5) The reactants are [CH2:1]([O:3][C:4]1[CH:13]=[C:12]2[C:7]([CH:8]=[CH:9][CH:10]=[C:11]2[NH:14]C(=O)OC(C)(C)C)=[CH:6][CH:5]=1)[CH3:2].Cl.C(OC(C)C)(C)C. The catalyst is O1CCOCC1. The product is [CH2:1]([O:3][C:4]1[CH:13]=[C:12]2[C:7]([CH:8]=[CH:9][CH:10]=[C:11]2[NH2:14])=[CH:6][CH:5]=1)[CH3:2]. The yield is 0.863. (6) The reactants are N[C:2]1[CH:3]=[CH:4][C:5]2[S:9][C:8]([S:10][CH2:11][C:12]([N:14]3[C:23]4[C:18](=[CH:19][CH:20]=[CH:21][CH:22]=4)[CH2:17][CH2:16][CH2:15]3)=[O:13])=[N:7][C:6]=2[CH:24]=1.[C:25](Cl)(=[O:32])[C:26]1[CH:31]=[CH:30][CH:29]=[CH:28][CH:27]=1.CC[N:36](CC)CC. The catalyst is C(Cl)Cl. The product is [N:14]1([C:12](=[O:13])[CH2:11][S:10][C:8]2[S:9][C:5]3[CH:4]=[C:3]([NH:36][C:25](=[O:32])[C:26]4[CH:31]=[CH:30][CH:29]=[CH:28][CH:27]=4)[CH:2]=[CH:24][C:6]=3[N:7]=2)[C:23]2[C:18](=[CH:19][CH:20]=[CH:21][CH:22]=2)[CH2:17][CH2:16][CH2:15]1. The yield is 0.460. (7) The product is [CH3:1][O:2][C:3]1[CH:4]=[C:5]2[C:9](=[CH:10][CH:11]=1)[NH:8][N:7]=[C:6]2[C:12]([NH:14][CH2:15][CH:16]1[CH2:21][CH2:20][N:19]([CH2:22][CH2:23][CH2:24][C:25]([OH:27])=[O:26])[CH2:18][CH2:17]1)=[O:13]. The yield is 0.100. The catalyst is CO. The reactants are [CH3:1][O:2][C:3]1[CH:4]=[C:5]2[C:9](=[CH:10][CH:11]=1)[NH:8][N:7]=[C:6]2[C:12]([NH:14][CH2:15][CH:16]1[CH2:21][CH2:20][N:19]([CH2:22][CH2:23][CH2:24][C:25]([O:27]CC)=[O:26])[CH2:18][CH2:17]1)=[O:13].